Task: Regression. Given a peptide amino acid sequence and an MHC pseudo amino acid sequence, predict their binding affinity value. This is MHC class I binding data.. Dataset: Peptide-MHC class I binding affinity with 185,985 pairs from IEDB/IMGT (1) The binding affinity (normalized) is 0.345. The MHC is HLA-B40:01 with pseudo-sequence HLA-B40:01. The peptide sequence is REGLLNYSM. (2) The peptide sequence is MITQFESL. The MHC is H-2-Kb with pseudo-sequence H-2-Kb. The binding affinity (normalized) is 0.708. (3) The peptide sequence is SSLRYGNVL. The MHC is HLA-B15:01 with pseudo-sequence HLA-B15:01. The binding affinity (normalized) is 0.0847. (4) The peptide sequence is QIYAGIKVK. The MHC is HLA-B08:01 with pseudo-sequence HLA-B08:01. The binding affinity (normalized) is 0. (5) The peptide sequence is SSSLTSLLK. The binding affinity (normalized) is 0.0847. The MHC is HLA-B15:01 with pseudo-sequence HLA-B15:01. (6) The peptide sequence is QAPGKGLEWV. The MHC is HLA-A02:01 with pseudo-sequence HLA-A02:01. The binding affinity (normalized) is 0.0205.